From a dataset of Reaction yield outcomes from USPTO patents with 853,638 reactions. Predict the reaction yield, written as a fraction of the theoretical maximum amount of product (1.0 means a 100% yield; for example, 0.34 means a 34% yield). (1) The reactants are [CH2:1]([C@@H:8]1[NH:13][CH2:12][CH2:11][N:10]([C:14]2[CH:19]=[CH:18][C:17]([O:20][CH3:21])=[C:16]([O:22][CH:23]3[CH2:26][CH2:25][CH2:24]3)[CH:15]=2)[CH2:9]1)[C:2]1[CH:7]=[CH:6][CH:5]=[CH:4][CH:3]=1.C([O:29][C:30](=O)[CH2:31][C:32]1[NH:33][N:34]=[C:35]([CH2:37][CH3:38])[N:36]=1)C. No catalyst specified. The product is [CH2:1]([C@H:8]1[CH2:9][N:10]([C:14]2[CH:19]=[CH:18][C:17]([O:20][CH3:21])=[C:16]([O:22][CH:23]3[CH2:26][CH2:25][CH2:24]3)[CH:15]=2)[CH2:11][CH2:12][N:13]1[C:30](=[O:29])[CH2:31][C:32]1[NH:33][N:34]=[C:35]([CH2:37][CH3:38])[N:36]=1)[C:2]1[CH:3]=[CH:4][CH:5]=[CH:6][CH:7]=1. The yield is 0.190. (2) The reactants are [N:1]1[C:10]2[NH:9][CH2:8][CH2:7][CH2:6][C:5]=2[CH:4]=[CH:3][C:2]=1[CH2:11][CH2:12][CH2:13][CH2:14][C:15](=[O:28])/[CH:16]=[CH:17]/[C:18]1[CH:19]=[N:20][C:21]([C:24]([F:27])([F:26])[F:25])=[N:22][CH:23]=1.[H-].[H-].[H-].[H-].[Li+].[Al+3].O.[OH-].[Na+]. The catalyst is C1COCC1. The product is [N:1]1[C:10]2[NH:9][CH2:8][CH2:7][CH2:6][C:5]=2[CH:4]=[CH:3][C:2]=1[CH2:11][CH2:12][CH2:13][CH2:14][CH:15]([OH:28])/[CH:16]=[CH:17]/[C:18]1[CH:19]=[N:20][C:21]([C:24]([F:27])([F:25])[F:26])=[N:22][CH:23]=1. The yield is 0.460.